This data is from Catalyst prediction with 721,799 reactions and 888 catalyst types from USPTO. The task is: Predict which catalyst facilitates the given reaction. (1) Product: [C:1]([CH:5]1[CH2:14][CH2:13][C:12]2[N:11]=[C:10]3[S:15][C:16]([C:18]4[NH:20][C:23]([CH2:22][OH:21])=[CH:25][N:19]=4)=[CH:17][C:9]3=[CH:8][C:7]=2[CH2:6]1)([CH3:4])([CH3:2])[CH3:3]. The catalyst class is: 547. Reactant: [C:1]([CH:5]1[CH2:14][CH2:13][C:12]2[N:11]=[C:10]3[S:15][C:16]([C:18]([NH2:20])=[NH:19])=[CH:17][C:9]3=[CH:8][C:7]=2[CH2:6]1)([CH3:4])([CH3:3])[CH3:2].[OH:21][CH2:22][C:23]([CH2:25]O)=O.[NH4+].[Cl-].O. (2) Reactant: [Br:1][C:2]1[CH:7]=[CH:6][C:5]([CH2:8][CH2:9][CH2:10][NH:11][CH2:12][C@@H:13]([C:15]2[CH:16]=[N:17][CH:18]=[CH:19][CH:20]=2)[OH:14])=[CH:4][CH:3]=1.[C:21](O[C:21]([O:23][C:24]([CH3:27])([CH3:26])[CH3:25])=[O:22])([O:23][C:24]([CH3:27])([CH3:26])[CH3:25])=[O:22]. Product: [Br:1][C:2]1[CH:3]=[CH:4][C:5]([CH2:8][CH2:9][CH2:10][N:11]([CH2:12][C@H:13]([OH:14])[C:15]2[CH:16]=[N:17][CH:18]=[CH:19][CH:20]=2)[C:21](=[O:22])[O:23][C:24]([CH3:27])([CH3:26])[CH3:25])=[CH:6][CH:7]=1. The catalyst class is: 7.